This data is from Full USPTO retrosynthesis dataset with 1.9M reactions from patents (1976-2016). The task is: Predict the reactants needed to synthesize the given product. (1) The reactants are: [NH2:1][N:2]1[C:7](=[O:8])[C:6]([C:9]2[NH:14][C:13]3[CH:15]=[CH:16][CH:17]=[CH:18][C:12]=3[S:11](=[O:20])(=[O:19])[N:10]=2)=[C:5]([OH:21])[C:4]2[S:22][CH:23]=[CH:24][C:3]1=2.[CH3:25][C@H:26]1[CH2:30][CH2:29][C:28](=O)[CH2:27]1. Given the product [O:19]=[S:11]1(=[O:20])[C:12]2[CH:18]=[CH:17][CH:16]=[CH:15][C:13]=2[NH:14][C:9]([C:6]2[C:7](=[O:8])[N:2]([N:1]=[C:28]3[CH2:29][CH2:30][C@H:26]([CH3:25])[CH2:27]3)[C:3]3[CH:24]=[CH:23][S:22][C:4]=3[C:5]=2[OH:21])=[N:10]1, predict the reactants needed to synthesize it. (2) The reactants are: [NH2:1][C:2]1[CH:7]=[CH:6][CH:5]=[C:4]([O:8][CH3:9])[C:3]=1[NH:10][C:11](=[O:15])[O:12][CH2:13][CH3:14].C(N(CC)CC)C.Cl[C:24]([O:27]C(Cl)=O)(Cl)Cl. Given the product [CH3:9][O:8][C:4]1[C:3]2[N:10]([C:11]([O:12][CH2:13][CH3:14])=[O:15])[C:24](=[O:27])[NH:1][C:2]=2[CH:7]=[CH:6][CH:5]=1, predict the reactants needed to synthesize it. (3) Given the product [C:41]([O:40][C:38]([N:8]1[CH2:13][CH2:12][N:11]([C:14]2[CH:15]=[CH:16][C:17]([OH:20])=[CH:18][CH:19]=2)[CH:10]([CH2:28][OH:29])[CH2:9]1)=[O:39])([CH3:42])([CH3:43])[CH3:44], predict the reactants needed to synthesize it. The reactants are: C([N:8]1[CH2:13][CH2:12][N:11]([C:14]2[CH:19]=[CH:18][C:17]([O:20]CC3C=CC=CC=3)=[CH:16][CH:15]=2)[CH:10]([CH2:28][OH:29])[CH2:9]1)C1C=CC=CC=1.[C:41]([O:40][C:38](O[C:38]([O:40][C:41]([CH3:44])([CH3:43])[CH3:42])=[O:39])=[O:39])([CH3:44])([CH3:43])[CH3:42]. (4) Given the product [NH2:1][C:2]1[N:7]=[C:6]([NH:8][C:9]2[CH:14]=[CH:13][C:12]([C:15]([N:17]3[CH2:18][CH2:19][O:20][CH2:21][CH2:22]3)=[O:16])=[CH:11][CH:10]=2)[N:5]=[C:4]([C:23]2[C:24]([CH2:42][OH:43])=[C:25]([NH:29][C:30](=[O:41])[C:31]3[CH:36]=[CH:35][C:34]([C:37]([CH3:40])([CH3:38])[CH3:39])=[CH:33][CH:32]=3)[CH:26]=[CH:27][CH:28]=2)[N:3]=1, predict the reactants needed to synthesize it. The reactants are: [NH2:1][C:2]1[N:7]=[C:6]([NH:8][C:9]2[CH:14]=[CH:13][C:12]([C:15]([N:17]3[CH2:22][CH2:21][O:20][CH2:19][CH2:18]3)=[O:16])=[CH:11][CH:10]=2)[N:5]=[C:4]([C:23]2[C:24]([CH2:42][O:43][Si](C(C)(C)C)(C)C)=[C:25]([NH:29][C:30](=[O:41])[C:31]3[CH:36]=[CH:35][C:34]([C:37]([CH3:40])([CH3:39])[CH3:38])=[CH:33][CH:32]=3)[CH:26]=[CH:27][CH:28]=2)[N:3]=1. (5) Given the product [C:9]([O:13][C:14]([N:16]1[CH2:21][CH2:20][N:19]([C:7]2[CH:6]=[CH:5][N:4]=[CH:3][C:2]=2[Cl:1])[CH2:18][CH2:17]1)=[O:15])([CH3:12])([CH3:10])[CH3:11], predict the reactants needed to synthesize it. The reactants are: [Cl:1][C:2]1[CH:3]=[N:4][CH:5]=[CH:6][C:7]=1Cl.[C:9]([O:13][C:14]([N:16]1[CH2:21][CH2:20][NH:19][CH2:18][CH2:17]1)=[O:15])([CH3:12])([CH3:11])[CH3:10]. (6) Given the product [Cl:11][C:12]1[CH:17]=[CH:16][C:15]([O:18][C:2]2[CH:3]=[CH:4][C:5]([N+:8]([O-:10])=[O:9])=[N:6][CH:7]=2)=[CH:14][C:13]=1[C:19]([F:20])([F:21])[F:22], predict the reactants needed to synthesize it. The reactants are: Br[C:2]1[CH:3]=[CH:4][C:5]([N+:8]([O-:10])=[O:9])=[N:6][CH:7]=1.[Cl:11][C:12]1[CH:17]=[CH:16][C:15]([OH:18])=[CH:14][C:13]=1[C:19]([F:22])([F:21])[F:20].C(=O)([O-])[O-].[K+].[K+].CCOC(C)=O. (7) Given the product [Br:1][C:2]1[C:3]([O:21][CH3:22])=[C:4]([C:10]([CH2:13][S:14][C:15]2[CH:20]=[CH:19][CH:18]=[CH:17][C:16]=2[F:38])=[CH:11][CH:12]=1)[C:5]([O:7][CH3:8])=[O:6], predict the reactants needed to synthesize it. The reactants are: [Br:1][C:2]1[C:3]([O:21][CH3:22])=[C:4]([C:10]([CH2:13][S:14][C:15]2[CH:20]=[CH:19][CH:18]=[CH:17][CH:16]=2)=[CH:11][CH:12]=1)[C:5]([O:7][CH2:8]C)=[O:6].BrC1C(OC)=C(C(CBr)=CC=1)C(OC)=O.[F:38]C1C=CC=CC=1S. (8) Given the product [CH2:27]([O:29][C:30]([C:31]1[C:32]2[CH2:33][C:34]3[C:39](=[CH:38][CH:37]=[CH:36][CH:35]=3)[C:6]=2[N:8]([C:9]2[CH:14]=[N:13][C:12]([CH3:15])=[CH:11][CH:10]=2)[N:18]=1)=[O:43])[CH3:28], predict the reactants needed to synthesize it. The reactants are: C(O[C:6]([NH:8][C:9]1[CH:10]=[CH:11][C:12]([CH3:15])=[N:13][CH:14]=1)=O)(C)(C)C.[Cl-].[Na+].[N:18]([O-])=O.[Na+].O.O.[Sn](Cl)Cl.[CH2:27]([O:29][C:30](=[O:43])[C:31](=O)[CH:32]1C[C:39]2[C:34](=[CH:35][CH:36]=[CH:37][CH:38]=2)[C:33]1=O)[CH3:28].[OH-].[Na+]. (9) Given the product [N:17]1[CH:18]=[CH:19][CH:20]=[C:15]([C:4]2[CH:3]=[C:2]([C:21]([F:23])([F:22])[F:24])[N:6]([C:7]3[CH:14]=[CH:13][C:10]([C:11]#[N:12])=[CH:9][CH:8]=3)[N:5]=2)[CH:16]=1, predict the reactants needed to synthesize it. The reactants are: O[C:2]1([C:21]([F:24])([F:23])[F:22])[N:6]([C:7]2[CH:14]=[CH:13][C:10]([C:11]#[N:12])=[CH:9][CH:8]=2)[N:5]=[C:4]([C:15]2[CH:16]=[N:17][CH:18]=[CH:19][CH:20]=2)[CH2:3]1.